The task is: Predict the reactants needed to synthesize the given product.. This data is from Full USPTO retrosynthesis dataset with 1.9M reactions from patents (1976-2016). (1) Given the product [Cl:17][C:14]1[CH:15]=[CH:16][C:11]([N:10]2[C:8](=[O:9])[C:3]3[N:4]=[CH:5][N:6]([CH3:7])[C:2]=3[N:1]=[C:22]2[CH2:21][C@@H:20]([CH3:25])[C:19]([F:27])([F:26])[F:18])=[CH:12][CH:13]=1, predict the reactants needed to synthesize it. The reactants are: [NH2:1][C:2]1[N:6]([CH3:7])[CH:5]=[N:4][C:3]=1[C:8]([NH:10][C:11]1[CH:16]=[CH:15][C:14]([Cl:17])=[CH:13][CH:12]=1)=[O:9].[F:18][C:19]([F:27])([F:26])[C@H:20]([CH3:25])[CH2:21][C:22](O)=O. (2) Given the product [CH3:1][N:2]([CH3:32])[C:3]([C:5]1[N:26]([CH:27]2[CH2:31][CH2:30][CH2:29][CH2:28]2)[C:8]2[N:9]=[C:10]([NH:13][C:14]3[CH:19]=[CH:18][C:17]([N:20]4[CH2:21][CH2:22][N:23]([C:40](=[O:41])[CH2:39][CH2:38][CH:33]5[CH2:37][CH2:36][CH2:35][CH2:34]5)[CH2:24][CH2:25]4)=[CH:16][N:15]=3)[N:11]=[CH:12][C:7]=2[CH:6]=1)=[O:4], predict the reactants needed to synthesize it. The reactants are: [CH3:1][N:2]([CH3:32])[C:3]([C:5]1[N:26]([CH:27]2[CH2:31][CH2:30][CH2:29][CH2:28]2)[C:8]2[N:9]=[C:10]([NH:13][C:14]3[CH:19]=[CH:18][C:17]([N:20]4[CH2:25][CH2:24][NH:23][CH2:22][CH2:21]4)=[CH:16][N:15]=3)[N:11]=[CH:12][C:7]=2[CH:6]=1)=[O:4].[CH:33]1([CH2:38][CH2:39][C:40](Cl)=[O:41])[CH2:37][CH2:36][CH2:35][CH2:34]1. (3) Given the product [Cl:1][C:2]1[CH:7]=[CH:6][C:5]([O:8][C:9]2[CH:14]=[CH:13][C:12]([B:17]3[O:21][C:20]([CH3:23])([CH3:22])[C:19]([CH3:25])([CH3:24])[O:18]3)=[CH:11][CH:10]=2)=[C:4]([F:16])[CH:3]=1, predict the reactants needed to synthesize it. The reactants are: [Cl:1][C:2]1[CH:7]=[CH:6][C:5]([O:8][C:9]2[CH:14]=[CH:13][C:12](I)=[CH:11][CH:10]=2)=[C:4]([F:16])[CH:3]=1.[B:17]1([B:17]2[O:21][C:20]([CH3:23])([CH3:22])[C:19]([CH3:25])([CH3:24])[O:18]2)[O:21][C:20]([CH3:23])([CH3:22])[C:19]([CH3:25])([CH3:24])[O:18]1.C([O-])(=O)C.[K+].O. (4) Given the product [ClH:25].[N:1]([C:4]1[CH:18]=[CH:17][C:7]([CH2:8][NH2:9])=[CH:6][C:5]=1[I:19])=[N+:2]=[N-:3], predict the reactants needed to synthesize it. The reactants are: [N:1]([C:4]1[CH:18]=[CH:17][C:7]([CH2:8][NH:9]C(=O)OC(C)(C)C)=[CH:6][C:5]=1[I:19])=[N+:2]=[N-:3].O(CC)CC.[ClH:25]. (5) Given the product [CH:2]([O:5][C:6]1[CH:11]=[CH:10][C:9]([C:12]([N:14]2[CH2:19][CH2:18][C:17]3([O:24][CH:23]([C:25]4[O:29][C:30]([CH3:45])=[CH:27][N:26]=4)[CH2:22][N:21]([CH2:38][C:39]([F:42])([F:41])[F:40])[CH2:20]3)[CH2:16][CH2:15]2)=[O:13])=[CH:8][C:7]=1[CH3:31])([CH3:3])[CH3:4], predict the reactants needed to synthesize it. The reactants are: Cl.[CH:2]([O:5][C:6]1[CH:11]=[CH:10][C:9]([C:12]([N:14]2[CH2:19][CH2:18][C:17]3([O:24][CH:23]([C:25]4[O:29]N=[C:27]([CH3:30])[N:26]=4)[CH2:22][NH:21][CH2:20]3)[CH2:16][CH2:15]2)=[O:13])=[CH:8][C:7]=1[CH3:31])([CH3:4])[CH3:3].FC(F)(F)S(O[CH2:38][C:39]([F:42])([F:41])[F:40])(=O)=O.[C:45]([O-])(O)=O.[Na+]. (6) Given the product [N:20]1([CH:16]([NH:9][C:7](=[O:8])[C:6]2[CH:10]=[CH:11][C:3]([C:2]([F:12])([F:13])[F:1])=[CH:4][CH:5]=2)[C:15]([Cl:19])([Cl:14])[CH3:18])[C:24]2[CH:25]=[CH:26][CH:27]=[CH:28][C:23]=2[N:22]=[N:21]1, predict the reactants needed to synthesize it. The reactants are: [F:1][C:2]([F:13])([F:12])[C:3]1[CH:11]=[CH:10][C:6]([C:7]([NH2:9])=[O:8])=[CH:5][CH:4]=1.[Cl:14][C:15]([Cl:19])([CH3:18])[CH:16]=O.[NH:20]1[C:24]2[CH:25]=[CH:26][CH:27]=[CH:28][C:23]=2[N:22]=[N:21]1.C1(C)C=CC(S(O)(=O)=O)=CC=1.